Dataset: Full USPTO retrosynthesis dataset with 1.9M reactions from patents (1976-2016). Task: Predict the reactants needed to synthesize the given product. (1) Given the product [CH3:38][C:39]1[S:40][CH:41]=[C:42]([C:44]([N:23]2[CH2:24][C:25]3([CH2:30][CH2:29][N:28]([C:31]([O:33][C:34]([CH3:37])([CH3:36])[CH3:35])=[O:32])[CH2:27][CH2:26]3)[O:20][CH2:21][CH2:22]2)=[O:45])[N:43]=1, predict the reactants needed to synthesize it. The reactants are: CCCP1(OP(CCC)(=O)OP(CCC)(=O)O1)=O.Cl.[O:20]1[C:25]2([CH2:30][CH2:29][N:28]([C:31]([O:33][C:34]([CH3:37])([CH3:36])[CH3:35])=[O:32])[CH2:27][CH2:26]2)[CH2:24][NH:23][CH2:22][CH2:21]1.[CH3:38][C:39]1[S:40][CH:41]=[C:42]([C:44](O)=[O:45])[N:43]=1.C(N(CC)CC)C. (2) Given the product [CH3:24][O:23][C:21]1[CH:20]=[CH:19][C:14]([C:15]([O:17][CH3:18])=[O:16])=[C:13]([N:10]2[CH2:11][CH2:12][CH:7]([CH2:6][O:5][CH2:1][O:2][CH3:3])[CH2:8][CH2:9]2)[CH:22]=1, predict the reactants needed to synthesize it. The reactants are: [CH3:1][O:2][CH2:3]Cl.[OH:5][CH2:6][CH:7]1[CH2:12][CH2:11][N:10]([C:13]2[CH:22]=[C:21]([O:23][CH3:24])[CH:20]=[CH:19][C:14]=2[C:15]([O:17][CH3:18])=[O:16])[CH2:9][CH2:8]1.C(NC(C)C)(C)C.O. (3) Given the product [CH2:1]([CH:3]1[C:11]2[C:6](=[CH:7][CH:8]=[C:9]([C:12]3[N:16]([CH3:17])[C:15]([C:18]#[N:19])=[CH:14][CH:13]=3)[CH:10]=2)[NH:5][C:4]1=[O:20])[CH3:2], predict the reactants needed to synthesize it. The reactants are: [CH2:1]([C:3]1(CC)[C:11]2[C:6](=[CH:7][CH:8]=[C:9]([C:12]3[N:16]([CH3:17])[C:15]([C:18]#[N:19])=[CH:14][CH:13]=3)[CH:10]=2)[NH:5][C:4]1=[O:20])[CH3:2].BrC1C=C2C(=CC=1)NC(=O)C2CC.C(C1N(C)C(B(O)O)=CC=1)#N.C(=O)([O-])[O-].[K+].[K+]. (4) Given the product [OH:35][C:31]1[CH:30]=[C:29]([C:17]2[N:16]=[C:15]3[C:20]([NH:21][C:22](=[O:23])[N:14]3[CH:11]3[CH2:10][CH2:9][NH:8][CH2:13][CH2:12]3)=[C:19]([C:24]([NH2:36])=[O:26])[N:18]=2)[CH:34]=[CH:33][CH:32]=1, predict the reactants needed to synthesize it. The reactants are: C(OC([N:8]1[CH2:13][CH2:12][CH:11]([N:14]2[C:22](=[O:23])[NH:21][C:20]3[C:15]2=[N:16][C:17]([C:29]2[CH:34]=[CH:33][CH:32]=[C:31]([OH:35])[CH:30]=2)=[N:18][C:19]=3[C:24]([O:26]CC)=O)[CH2:10][CH2:9]1)=O)(C)(C)C.[NH2:36]C1C(C(OCC)=O)=NC(C2C=CC=C(O)C=2)=NC=1NC1CCN(C(OC(C)(C)C)=O)CC1. (5) Given the product [C:31]([C:22]1[CH:21]=[N:20][N:19]([C:16]2[CH:17]=[CH:18][C:13]([CH2:12][N:7]3[C:8]4[C:3](=[C:2]([F:1])[CH:11]=[CH:10][CH:9]=4)[C:4](=[O:30])[C:5]([C:25]([O:27][CH2:28][CH3:29])=[O:26])=[CH:6]3)=[CH:14][CH:15]=2)[CH:23]=1)#[N:32], predict the reactants needed to synthesize it. The reactants are: [F:1][C:2]1[CH:11]=[CH:10][CH:9]=[C:8]2[C:3]=1[C:4](=[O:30])[C:5]([C:25]([O:27][CH2:28][CH3:29])=[O:26])=[CH:6][N:7]2[CH2:12][C:13]1[CH:18]=[CH:17][C:16]([N:19]2[CH:23]=[C:22](I)[CH:21]=[N:20]2)=[CH:15][CH:14]=1.[C-:31]#[N:32].[K+].C([Sn](Cl)(CCCC)CCCC)CCC.